From a dataset of Peptide-MHC class I binding affinity with 185,985 pairs from IEDB/IMGT. Regression. Given a peptide amino acid sequence and an MHC pseudo amino acid sequence, predict their binding affinity value. This is MHC class I binding data. (1) The peptide sequence is RPMTFKAAV. The MHC is HLA-A31:01 with pseudo-sequence HLA-A31:01. The binding affinity (normalized) is 0.379. (2) The peptide sequence is FYLFTFTIY. The MHC is HLA-B08:02 with pseudo-sequence HLA-B08:02. The binding affinity (normalized) is 0.0847. (3) The peptide sequence is AQMVWIHGV. The MHC is HLA-B35:01 with pseudo-sequence HLA-B35:01. The binding affinity (normalized) is 0.0847. (4) The peptide sequence is NFPGLAKVLGI. The MHC is Mamu-A01 with pseudo-sequence Mamu-A01. The binding affinity (normalized) is 0.